Dataset: Peptide-MHC class I binding affinity with 185,985 pairs from IEDB/IMGT. Task: Regression. Given a peptide amino acid sequence and an MHC pseudo amino acid sequence, predict their binding affinity value. This is MHC class I binding data. The peptide sequence is WFSRENSYSG. The MHC is HLA-B57:01 with pseudo-sequence HLA-B57:01. The binding affinity (normalized) is 0.182.